The task is: Predict the reaction yield, written as a fraction of the theoretical maximum amount of product (1.0 means a 100% yield; for example, 0.34 means a 34% yield).. This data is from Reaction yield outcomes from USPTO patents with 853,638 reactions. The yield is 0.486. The catalyst is CC(N(C)C)=O. The product is [N:1]1[CH:9]=[C:8]2[C:4]([N:5]([CH2:10][C:11]3[CH:22]=[CH:21][C:14]4[N:15]=[C:16]([NH:23][C@@H:24]5[CH2:29][CH2:28][CH2:27][CH2:26][C@H:25]5[OH:30])[O:17][C:13]=4[CH:12]=3)[CH:6]=[N:7]2)=[N:3][CH:2]=1. The reactants are [N:1]1[CH:9]=[C:8]2[C:4]([N:5]([CH2:10][C:11]3[CH:22]=[CH:21][C:14]4[N:15]=[C:16](S(C)=O)[O:17][C:13]=4[CH:12]=3)[CH:6]=[N:7]2)=[N:3][CH:2]=1.[NH2:23][C@@H:24]1[CH2:29][CH2:28][CH2:27][CH2:26][C@H:25]1[OH:30].CCN(C(C)C)C(C)C.O.